From a dataset of Full USPTO retrosynthesis dataset with 1.9M reactions from patents (1976-2016). Predict the reactants needed to synthesize the given product. (1) Given the product [Cl:37][C:38]1[CH:39]=[C:40]([C:2]2[CH:3]=[C:4]3[C:8](=[CH:9][CH:10]=2)[N:7]([CH:11]2[CH2:16][CH2:15][CH2:14][CH2:13][O:12]2)[N:6]=[C:5]3[C:17]2[N:22]=[C:21]([O:23][C@@H:24]3[CH2:29][CH2:28][CH2:27][N:26]([C:30]([O:32][C:33]([CH3:36])([CH3:35])[CH3:34])=[O:31])[CH2:25]3)[CH:20]=[N:19][CH:18]=2)[C:41]([F:44])=[N:42][CH:43]=1, predict the reactants needed to synthesize it. The reactants are: Br[C:2]1[CH:3]=[C:4]2[C:8](=[CH:9][CH:10]=1)[N:7]([CH:11]1[CH2:16][CH2:15][CH2:14][CH2:13][O:12]1)[N:6]=[C:5]2[C:17]1[N:22]=[C:21]([O:23][C@@H:24]2[CH2:29][CH2:28][CH2:27][N:26]([C:30]([O:32][C:33]([CH3:36])([CH3:35])[CH3:34])=[O:31])[CH2:25]2)[CH:20]=[N:19][CH:18]=1.[Cl:37][C:38]1[CH:39]=[C:40](B(O)O)[C:41]([F:44])=[N:42][CH:43]=1.[O-]P([O-])([O-])=O.[K+].[K+].[K+].C1(P(C2CCCCC2)C2C=CC=CC=2C2C(C(C)C)=CC(C(C)C)=CC=2C(C)C)CCCCC1. (2) Given the product [Br:1][C:2]1[CH:3]=[C:4]2[N:9]=[C:12]([CH2:11][Cl:10])[NH:8][C:5]2=[N:6][CH:7]=1, predict the reactants needed to synthesize it. The reactants are: [Br:1][C:2]1[CH:3]=[C:4]([NH2:9])[C:5]([NH2:8])=[N:6][CH:7]=1.[Cl:10][CH2:11][C:12]#N.C.